Dataset: Full USPTO retrosynthesis dataset with 1.9M reactions from patents (1976-2016). Task: Predict the reactants needed to synthesize the given product. (1) Given the product [C:11]([N:3]1[CH:4]=[CH:5][N:6]([C:7]([CH3:10])([CH3:9])[CH3:8])[SiH:2]1[NH:18][CH:15]([CH3:17])[CH3:16])([CH3:14])([CH3:13])[CH3:12], predict the reactants needed to synthesize it. The reactants are: Cl[SiH:2]1[N:6]([C:7]([CH3:10])([CH3:9])[CH3:8])[CH:5]=[CH:4][N:3]1[C:11]([CH3:14])([CH3:13])[CH3:12].[CH:15]([NH2:18])([CH3:17])[CH3:16]. (2) Given the product [S:9]1[CH:8]=[CH:7][C:6]2[CH:10]=[C:2]([C:25]3([OH:27])[C:24]4[C:19](=[CH:20][CH:21]=[CH:22][CH:23]=4)[CH2:18][N:17]([CH3:16])[CH2:26]3)[CH:3]=[CH:4][C:5]1=2.[Br:1][C:2]1[CH:3]=[CH:4][C:5]2[S:9][C:8]([C:25]3([OH:27])[C:24]4[C:19](=[CH:20][CH:21]=[CH:22][CH:23]=4)[CH2:18][N:17]([CH3:16])[CH2:26]3)=[CH:7][C:6]=2[CH:10]=1, predict the reactants needed to synthesize it. The reactants are: [Br:1][C:2]1[CH:3]=[CH:4][C:5]2[S:9][CH:8]=[CH:7][C:6]=2[CH:10]=1.C([Li])(C)(C)C.[CH3:16][N:17]1[CH2:26][C:25](=[O:27])[C:24]2[C:19](=[CH:20][CH:21]=[CH:22][CH:23]=2)[CH2:18]1. (3) Given the product [F:29][C:28]1[CH:27]=[C:26]2[C:22]([CH2:23][C:24](=[O:30])[NH:25]2)=[CH:21][C:20]=1[C:2]1[CH:7]=[CH:6][C:5]([C:8]2[CH:13]=[CH:12][C:11]([N:14]3[CH:18]=[CH:17][N:16]=[N:15]3)=[CH:10][CH:9]=2)=[CH:4][CH:3]=1, predict the reactants needed to synthesize it. The reactants are: Br[C:2]1[CH:7]=[CH:6][C:5]([C:8]2[CH:13]=[CH:12][C:11]([N:14]3[CH:18]=[CH:17][N:16]=[N:15]3)=[CH:10][CH:9]=2)=[CH:4][CH:3]=1.Br[C:20]1[CH:21]=[C:22]2[C:26](=[CH:27][C:28]=1[F:29])[NH:25][C:24](=[O:30])[CH2:23]2.[O-]P([O-])([O-])=O.[K+].[K+].[K+].